From a dataset of Forward reaction prediction with 1.9M reactions from USPTO patents (1976-2016). Predict the product of the given reaction. (1) Given the reactants [C:1]([C:3]1[CH:4]=[C:5]([CH:9]=[CH:10][C:11]=1[O:12][CH:13]([CH3:15])[CH3:14])[C:6](O)=[O:7])#[N:2].C(N1C=CN=C1)(N1C=CN=C1)=O.O.[NH2:29][NH2:30], predict the reaction product. The product is: [C:1]([C:3]1[CH:4]=[C:5]([CH:9]=[CH:10][C:11]=1[O:12][CH:13]([CH3:15])[CH3:14])[C:6]([NH:29][NH2:30])=[O:7])#[N:2]. (2) The product is: [CH3:18][C@@H:14]([C@@H:8]1[CH2:9][O:10][C:11](=[O:13])[CH2:12]1)[CH:15]([CH3:17])[CH3:16]. Given the reactants C([C@H:8]([C@H:14]([CH3:18])[CH:15]([CH3:17])[CH3:16])[CH2:9][O:10][C:11](=[O:13])[CH3:12])C1C=CC=CC=1.C(#N)C.C(Cl)(Cl)(Cl)Cl.I([O-])(=O)(=O)=O.[Na+], predict the reaction product. (3) Given the reactants S(=O)(=O)(O)O.[CH2:6]([N:13]1[CH2:18][CH2:17][C:16]([NH:21][C:22]2[CH:27]=[CH:26][CH:25]=[C:24]([N+:28]([O-:30])=[O:29])[CH:23]=2)([C:19]#[N:20])[CH2:15][CH2:14]1)[C:7]1[CH:12]=[CH:11][CH:10]=[CH:9][CH:8]=1.C(=O)([O-])[O-:32].[K+].[K+], predict the reaction product. The product is: [CH2:6]([N:13]1[CH2:18][CH2:17][C:16]([NH:21][C:22]2[CH:27]=[CH:26][CH:25]=[C:24]([N+:28]([O-:30])=[O:29])[CH:23]=2)([C:19]([NH2:20])=[O:32])[CH2:15][CH2:14]1)[C:7]1[CH:12]=[CH:11][CH:10]=[CH:9][CH:8]=1. (4) Given the reactants [NH2:1][C:2]1[CH:29]=[CH:28][C:5]([CH2:6][NH:7][C:8]2[C:17]3[C:16]([CH3:18])=[N:15][CH:14]=[N:13][C:12]=3[N:11]([O:19][CH2:20][C:21]3[CH:26]=[CH:25][CH:24]=[CH:23][CH:22]=3)[C:10](=[O:27])[CH:9]=2)=[CH:4][CH:3]=1.[CH3:30][S:31](Cl)(=[O:33])=[O:32].C(Cl)(Cl)Cl.C(=O)(O)[O-].[Na+], predict the reaction product. The product is: [CH2:20]([O:19][N:11]1[C:12]2[N:13]=[CH:14][N:15]=[C:16]([CH3:18])[C:17]=2[C:8]([NH:7][CH2:6][C:5]2[CH:4]=[CH:3][C:2]([N:1]([S:31]([CH3:30])(=[O:33])=[O:32])[S:31]([CH3:30])(=[O:33])=[O:32])=[CH:29][CH:28]=2)=[CH:9][C:10]1=[O:27])[C:21]1[CH:22]=[CH:23][CH:24]=[CH:25][CH:26]=1. (5) Given the reactants [N:1]1[CH:6]=[CH:5][CH:4]=[C:3]([S:7](Cl)(=[O:9])=[O:8])[CH:2]=1.Cl.[S:12]1[CH:16]=[CH:15][N:14]=[C:13]1[C:17]1[CH:24]=[CH:23][C:20]([CH2:21][NH2:22])=[CH:19][CH:18]=1.Cl.C1(C2N=NC(CN)=CC=2)C=CC=CC=1, predict the reaction product. The product is: [S:12]1[CH:16]=[CH:15][N:14]=[C:13]1[C:17]1[CH:18]=[CH:19][C:20]([CH2:21][NH:22][S:7]([C:3]2[CH:2]=[N:1][CH:6]=[CH:5][CH:4]=2)(=[O:9])=[O:8])=[CH:23][CH:24]=1. (6) Given the reactants [CH3:1][N:2]1[C:6]([CH3:7])=[CH:5][C:4]([C:8]([CH:10]2[CH2:16][CH2:15][CH2:14][C:13]3[CH:17]=[C:18]([N:22]4[CH2:26][C@H:25]([CH2:27][NH:28][C:29](=[O:31])[CH3:30])[O:24][C:23]4=[O:32])[CH:19]=[C:20]([F:21])[C:12]=3[C:11]2=O)=O)=[N:3]1.O.[NH2:35][NH2:36].[Cl-].[NH4+], predict the reaction product. The product is: [CH3:1][N:2]1[C:6]([CH3:7])=[CH:5][C:4]([C:8]2[C:10]3[CH2:16][CH2:15][CH2:14][C:13]4[CH:17]=[C:18]([N:22]5[CH2:26][C@H:25]([CH2:27][NH:28][C:29](=[O:31])[CH3:30])[O:24][C:23]5=[O:32])[CH:19]=[C:20]([F:21])[C:12]=4[C:11]=3[NH:36][N:35]=2)=[N:3]1.